Dataset: Forward reaction prediction with 1.9M reactions from USPTO patents (1976-2016). Task: Predict the product of the given reaction. (1) Given the reactants [CH3:1][O:2][C:3]1[CH:12]=[C:11]2[C:6]([N:7]=[C:8]([CH3:33])[C:9](/[CH:13]=[CH:14]/[C:15]3[N:20]=[C:19]([NH:21][CH:22]4[CH2:27][CH2:26][O:25][CH2:24][CH2:23]4)[CH:18]=[C:17]([N:28]4[CH2:32][CH2:31][CH2:30][CH2:29]4)[N:16]=3)=[N:10]2)=[CH:5][CH:4]=1.[ClH:34], predict the reaction product. The product is: [ClH:34].[ClH:34].[CH3:1][O:2][C:3]1[CH:12]=[C:11]2[C:6]([N:7]=[C:8]([CH3:33])[C:9](/[CH:13]=[CH:14]/[C:15]3[N:20]=[C:19]([NH:21][CH:22]4[CH2:27][CH2:26][O:25][CH2:24][CH2:23]4)[CH:18]=[C:17]([N:28]4[CH2:32][CH2:31][CH2:30][CH2:29]4)[N:16]=3)=[N:10]2)=[CH:5][CH:4]=1.[CH3:1][O:2][C:3]1[CH:12]=[C:11]2[C:6]([N:7]=[C:8]([CH3:33])[C:9](/[CH:13]=[CH:14]/[C:15]3[N:20]=[C:19]([NH:21][CH:22]4[CH2:27][CH2:26][O:25][CH2:24][CH2:23]4)[CH:18]=[C:17]([N:28]4[CH2:32][CH2:31][CH2:30][CH2:29]4)[N:16]=3)=[N:10]2)=[CH:5][CH:4]=1. (2) Given the reactants [Cl:1][C:2]1[C:3]([C:9]#[N:10])=[N:4][CH:5]=[C:6](Cl)[N:7]=1.Cl.[NH2:12][C@@H:13]([C:17]([NH2:19])=[O:18])[CH:14]([CH3:16])[CH3:15].CCN(C(C)C)C(C)C, predict the reaction product. The product is: [Cl:1][C:2]1[N:7]=[C:6]([NH:12][C@H:13]([CH:14]([CH3:16])[CH3:15])[C:17]([NH2:19])=[O:18])[CH:5]=[N:4][C:3]=1[C:9]#[N:10].